This data is from Reaction yield outcomes from USPTO patents with 853,638 reactions. The task is: Predict the reaction yield, written as a fraction of the theoretical maximum amount of product (1.0 means a 100% yield; for example, 0.34 means a 34% yield). (1) The reactants are Cl[C:2]1[N:7]=[CH:6][N:5]=[C:4]([C:8]2[C:16]3[C:11](=[N:12][CH:13]=[CH:14][CH:15]=3)[N:10](S(C3C=CC(C)=CC=3)(=O)=O)[CH:9]=2)[CH:3]=1.[C:27]([N:30]1[CH2:36][CH2:35][CH2:34][NH:33][CH2:32][CH2:31]1)(=[O:29])[CH3:28].C(=O)([O-])[O-].[K+].[K+].[OH-].[Na+]. The catalyst is CN(C=O)C.CO. The product is [NH:10]1[C:11]2=[N:12][CH:13]=[CH:14][CH:15]=[C:16]2[C:8]([C:4]2[N:5]=[CH:6][N:7]=[C:2]([N:33]3[CH2:34][CH2:35][CH2:36][N:30]([C:27](=[O:29])[CH3:28])[CH2:31][CH2:32]3)[CH:3]=2)=[CH:9]1. The yield is 0.730. (2) The reactants are [OH:1][C@@H:2]1[CH2:26][CH2:25][C@@:24]2([CH3:27])[CH:4]([CH2:5][C@@H:6]([OH:29])[C@@H:7]3[C@@H:23]2[CH2:22][CH2:21][C@@:20]2([CH3:28])[C@H:8]3[CH2:9][CH2:10][C@@H:11]2[C@H:12]([CH3:19])[CH2:13][CH2:14][C:15]([O:17][CH3:18])=[O:16])[CH2:3]1.N1C=CN=C1.[CH3:35][C:36]([Si:39](Cl)([C:46]1[CH:51]=[CH:50][CH:49]=[CH:48][CH:47]=1)[C:40]1[CH:45]=[CH:44][CH:43]=[CH:42][CH:41]=1)([CH3:38])[CH3:37]. The catalyst is CN(C=O)C. The product is [Si:39]([O:1][C@@H:2]1[CH2:26][CH2:25][C@@:24]2([CH3:27])[CH:4]([CH2:5][C@@H:6]([OH:29])[C@@H:7]3[C@@H:23]2[CH2:22][CH2:21][C@@:20]2([CH3:28])[C@H:8]3[CH2:9][CH2:10][C@@H:11]2[C@H:12]([CH3:19])[CH2:13][CH2:14][C:15]([O:17][CH3:18])=[O:16])[CH2:3]1)([C:36]([CH3:38])([CH3:37])[CH3:35])([C:46]1[CH:47]=[CH:48][CH:49]=[CH:50][CH:51]=1)[C:40]1[CH:45]=[CH:44][CH:43]=[CH:42][CH:41]=1. The yield is 0.910. (3) The reactants are Cl.[F:2][C:3]1[CH:11]=[CH:10][C:9]([CH3:12])=[C:8]2[C:4]=1[C:5]([C:13]([OH:15])=[O:14])=[CH:6][NH:7]2.[CH3:16]O. No catalyst specified. The product is [CH3:16][O:14][C:13]([C:5]1[C:4]2[C:8](=[C:9]([CH3:12])[CH:10]=[CH:11][C:3]=2[F:2])[NH:7][CH:6]=1)=[O:15]. The yield is 0.920. (4) The reactants are S(=O)(=O)(O)[OH:2].[S:6]1[C:10]2[CH:11]=[C:12]([NH:15][C:16](=[O:20])[CH:17]=NO)[CH:13]=[CH:14][C:9]=2[N:8]=[CH:7]1. The catalyst is O. The product is [S:6]1[C:10]2[C:9](=[CH:14][CH:13]=[C:12]3[C:11]=2[C:17](=[O:2])[C:16](=[O:20])[NH:15]3)[N:8]=[CH:7]1. The yield is 0.460.